Dataset: Catalyst prediction with 721,799 reactions and 888 catalyst types from USPTO. Task: Predict which catalyst facilitates the given reaction. (1) Product: [CH2:9]([O:8][C:5]1[CH:6]=[CH:7][C:2]([C:31]2[CH:32]=[C:33]3[C:37](=[CH:38][CH:39]=2)[C:36](=[O:40])[O:35][CH2:34]3)=[C:3]([O:13][CH2:14][O:15][CH3:16])[C:4]=1[O:11][CH3:12])[CH3:10]. Reactant: Br[C:2]1[CH:7]=[CH:6][C:5]([O:8][CH2:9][CH3:10])=[C:4]([O:11][CH3:12])[C:3]=1[O:13][CH2:14][O:15][CH3:16].C(=O)([O-])[O-].[Cs+].[Cs+].CC1(C)C(C)(C)OB([C:31]2[CH:32]=[C:33]3[C:37](=[CH:38][CH:39]=2)[C:36](=[O:40])[O:35][CH2:34]3)O1. The catalyst class is: 427. (2) Reactant: [CH:1]1([O:5][C:6]2[C:26]([CH3:27])=[CH:25][CH:24]=[CH:23][C:7]=2[C:8]([NH:10][C:11]2([C:20](O)=[O:21])[CH2:19][C:18]3[C:13](=[CH:14][CH:15]=[CH:16][CH:17]=3)[CH2:12]2)=[O:9])[CH2:4][CH2:3][CH2:2]1.[CH3:28][S:29]([NH2:32])(=[O:31])=[O:30].Cl.CN(C)CCCN=C=NCC.CO. Product: [CH:1]1([O:5][C:6]2[C:26]([CH3:27])=[CH:25][CH:24]=[CH:23][C:7]=2[C:8]([NH:10][C:11]2([C:20]([NH:32][S:29]([CH3:28])(=[O:31])=[O:30])=[O:21])[CH2:19][C:18]3[C:13](=[CH:14][CH:15]=[CH:16][CH:17]=3)[CH2:12]2)=[O:9])[CH2:4][CH2:3][CH2:2]1. The catalyst class is: 143. (3) Reactant: Cl[C:2]([O:4][C:5]1[CH:10]=[CH:9][CH:8]=[CH:7][CH:6]=1)=[O:3].[CH3:11][C@H:12]1[CH2:17][O:16][CH2:15][CH2:14][N:13]1[C:18]1[CH:23]=[C:22]([CH2:24][S:25]([C:28]2[CH:33]=[CH:32][CH:31]=[CH:30][C:29]=2[C:34]([F:37])([F:36])[F:35])(=[O:27])=[O:26])[N:21]=[C:20]([C:38]2[CH:44]=[CH:43][C:41]([NH2:42])=[CH:40][CH:39]=2)[N:19]=1.C(=O)([O-])O.[Na+]. Product: [CH3:11][C@H:12]1[CH2:17][O:16][CH2:15][CH2:14][N:13]1[C:18]1[CH:23]=[C:22]([CH2:24][S:25]([C:28]2[CH:33]=[CH:32][CH:31]=[CH:30][C:29]=2[C:34]([F:35])([F:36])[F:37])(=[O:27])=[O:26])[N:21]=[C:20]([C:38]2[CH:39]=[CH:40][C:41]([NH:42][C:2](=[O:3])[O:4][C:5]3[CH:10]=[CH:9][CH:8]=[CH:7][CH:6]=3)=[CH:43][CH:44]=2)[N:19]=1. The catalyst class is: 155. (4) Reactant: [Cl:1][C:2]1[CH:7]=[CH:6][C:5]([C:8]2[C:9]([N:14]3[CH2:19][CH2:18][CH:17]([C:20]([O:22]CC)=[O:21])[CH2:16][CH2:15]3)=[N:10][CH:11]=[CH:12][CH:13]=2)=[CH:4][C:3]=1[C:25]([NH:27][CH2:28][C:29]12[CH2:38][CH:33]3[CH2:34][CH:35]([CH2:37][CH:31]([CH2:32]3)[CH2:30]1)[CH2:36]2)=[O:26].[OH-].[K+].C(O)(=O)C. Product: [Cl:1][C:2]1[CH:7]=[CH:6][C:5]([C:8]2[C:9]([N:14]3[CH2:19][CH2:18][CH:17]([C:20]([OH:22])=[O:21])[CH2:16][CH2:15]3)=[N:10][CH:11]=[CH:12][CH:13]=2)=[CH:4][C:3]=1[C:25]([NH:27][CH2:28][C:29]12[CH2:30][CH:31]3[CH2:37][CH:35]([CH2:34][CH:33]([CH2:32]3)[CH2:38]1)[CH2:36]2)=[O:26]. The catalyst class is: 738. (5) Reactant: CS(C)=O.C(Cl)(=O)C(Cl)=O.[C:11]([Si:15]([CH3:22])([CH3:21])[O:16][CH2:17][CH2:18][CH2:19]O)([CH3:14])([CH3:13])[CH3:12].C(N(CC)CC)C.[CH2:30]([O:32][C:33]([CH:35]=P(C1C=CC=CC=1)(C1C=CC=CC=1)C1C=CC=CC=1)=[O:34])[CH3:31]. Product: [Si:15]([O:16][CH2:17][CH2:18][CH:19]=[CH:35][C:33]([O:32][CH2:30][CH3:31])=[O:34])([C:11]([CH3:14])([CH3:13])[CH3:12])([CH3:22])[CH3:21]. The catalyst class is: 4. (6) Reactant: [CH3:1][O:2][C:3]1[CH:4]=[C:5]([S:9]([C:12]2[CH:20]=[CH:19][C:18]3[N:17]([CH3:21])[C:16]4[CH2:22][CH:23]5[NH:27][CH:26]([C:15]=4[C:14]=3[C:13]=2C(OC(C)(C)C)=O)[CH2:25][CH2:24]5)(=[O:11])=[O:10])[CH:6]=[CH:7][CH:8]=1.[ClH:35]. Product: [ClH:35].[CH3:1][O:2][C:3]1[CH:4]=[C:5]([S:9]([C:12]2[CH:13]=[C:14]3[C:18](=[CH:19][CH:20]=2)[N:17]([CH3:21])[C:16]2[CH2:22][CH:23]4[NH:27][CH:26]([C:15]3=2)[CH2:25][CH2:24]4)(=[O:11])=[O:10])[CH:6]=[CH:7][CH:8]=1. The catalyst class is: 27. (7) Reactant: [C:1]([C:4]1[CH:5]=[C:6]([NH:11][S:12]([CH3:15])(=[O:14])=[O:13])[CH:7]=[CH:8][C:9]=1[Cl:10])(=[O:3])[CH3:2].[Br:16]Br. Product: [Br:16][CH2:2][C:1]([C:4]1[CH:5]=[C:6]([NH:11][S:12]([CH3:15])(=[O:13])=[O:14])[CH:7]=[CH:8][C:9]=1[Cl:10])=[O:3]. The catalyst class is: 12. (8) Reactant: [Si:1]([O:8][CH:9]([C:25]1[CH:30]=[CH:29][CH:28]=[C:27]([Cl:31])[CH:26]=1)[C:10]1[CH:14]=[C:13]([CH:15]2OCC[O:16]2)[S:12][C:11]=1[CH2:20][O:21][SiH:22]([CH3:24])[CH3:23])([C:4]([CH3:7])([CH3:6])[CH3:5])([CH3:3])[CH3:2]. Product: [Si:1]([O:8][CH:9]([C:25]1[CH:30]=[CH:29][CH:28]=[C:27]([Cl:31])[CH:26]=1)[C:10]1[CH:14]=[C:13]([CH:15]=[O:16])[S:12][C:11]=1[CH2:20][O:21][Si:22]([C:4]([CH3:7])([CH3:6])[CH3:5])([CH3:24])[CH3:23])([C:4]([CH3:7])([CH3:6])[CH3:5])([CH3:2])[CH3:3]. The catalyst class is: 21. (9) Reactant: [CH3:1][C:2]1[N:7]=[C:6]([SH:8])[N:5]=[C:4]([OH:9])[CH:3]=1.C(N(CC)CC)C.Br[CH2:18][C:19]1[N:24]=[CH:23][CH:22]=[CH:21][N:20]=1. Product: [CH3:1][C:2]1[N:7]=[C:6]([S:8][CH2:18][C:19]2[N:24]=[CH:23][CH:22]=[CH:21][N:20]=2)[N:5]=[C:4]([OH:9])[CH:3]=1. The catalyst class is: 8.